This data is from Forward reaction prediction with 1.9M reactions from USPTO patents (1976-2016). The task is: Predict the product of the given reaction. (1) Given the reactants Cl[C:2]1[CH:3]=[C:4]([N:11]([C:16]2[C:35]([CH:36]3[CH2:38][CH2:37]3)=[CH:34][C:19]3[C:20]([C:30]([NH:32][CH3:33])=[O:31])=[C:21]([C:23]4[CH:28]=[CH:27][C:26]([F:29])=[CH:25][CH:24]=4)[O:22][C:18]=3[CH:17]=2)[S:12]([CH3:15])(=[O:14])=[O:13])[CH:5]=[CH:6][C:7]=1[N+:8]([O-:10])=[O:9].[CH3:39][S-:40].[Na+], predict the reaction product. The product is: [CH:36]1([C:35]2[C:16]([N:11]([C:4]3[CH:5]=[CH:6][C:7]([N+:8]([O-:10])=[O:9])=[C:2]([S:40][CH3:39])[CH:3]=3)[S:12]([CH3:15])(=[O:14])=[O:13])=[CH:17][C:18]3[O:22][C:21]([C:23]4[CH:28]=[CH:27][C:26]([F:29])=[CH:25][CH:24]=4)=[C:20]([C:30]([NH:32][CH3:33])=[O:31])[C:19]=3[CH:34]=2)[CH2:38][CH2:37]1. (2) Given the reactants [CH:1]1([CH:9]=O)[CH2:8][CH2:7][CH2:6][CH2:5][CH2:4][CH2:3][CH2:2]1.[Cl:11][C:12]1[CH:13]=[CH:14][CH:15]=[C:16]2[C:20]=1[NH:19][CH:18]=[C:17]2[CH:21]1[CH2:26][CH2:25][NH:24][CH2:23][CH2:22]1, predict the reaction product. The product is: [Cl:11][C:12]1[CH:13]=[CH:14][CH:15]=[C:16]2[C:20]=1[NH:19][CH:18]=[C:17]2[CH:21]1[CH2:26][CH2:25][N:24]([CH2:9][CH:1]2[CH2:8][CH2:7][CH2:6][CH2:5][CH2:4][CH2:3][CH2:2]2)[CH2:23][CH2:22]1.